Regression. Given two drug SMILES strings and cell line genomic features, predict the synergy score measuring deviation from expected non-interaction effect. From a dataset of NCI-60 drug combinations with 297,098 pairs across 59 cell lines. (1) Drug 1: C1C(C(OC1N2C=NC3=C(N=C(N=C32)Cl)N)CO)O. Drug 2: CC1=C2C(C(=O)C3(C(CC4C(C3C(C(C2(C)C)(CC1OC(=O)C(C(C5=CC=CC=C5)NC(=O)OC(C)(C)C)O)O)OC(=O)C6=CC=CC=C6)(CO4)OC(=O)C)O)C)O. Cell line: RPMI-8226. Synergy scores: CSS=29.7, Synergy_ZIP=-3.11, Synergy_Bliss=3.27, Synergy_Loewe=-3.51, Synergy_HSA=-1.00. (2) Drug 1: C1=NNC2=C1C(=O)NC=N2. Drug 2: CC1C(C(CC(O1)OC2CC(CC3=C2C(=C4C(=C3O)C(=O)C5=C(C4=O)C(=CC=C5)OC)O)(C(=O)CO)O)N)O.Cl. Cell line: M14. Synergy scores: CSS=49.5, Synergy_ZIP=-0.173, Synergy_Bliss=2.85, Synergy_Loewe=-21.8, Synergy_HSA=4.06. (3) Drug 1: C1=CC(=CC=C1CC(C(=O)O)N)N(CCCl)CCCl.Cl. Drug 2: CC1=C(C(CCC1)(C)C)C=CC(=CC=CC(=CC(=O)O)C)C. Cell line: A549. Synergy scores: CSS=35.1, Synergy_ZIP=-6.66, Synergy_Bliss=-1.57, Synergy_Loewe=-1.06, Synergy_HSA=-0.821.